Dataset: Full USPTO retrosynthesis dataset with 1.9M reactions from patents (1976-2016). Task: Predict the reactants needed to synthesize the given product. (1) Given the product [C:1]([C:3]1[CH:8]=[CH:7][C:6]([N:9]2[C:13]([C:14]3[C:15](=[O:33])[N:16]([CH3:32])[C:17](=[O:31])[N:18]([C:21]4[CH:26]=[CH:25][CH:24]=[C:23]([C:27]([F:30])([F:29])[F:28])[CH:22]=4)[C:19]=3[CH3:20])=[C:12]([S:34]([Cl:46])(=[O:37])=[O:35])[CH:11]=[N:10]2)=[CH:5][CH:4]=1)#[N:2], predict the reactants needed to synthesize it. The reactants are: [C:1]([C:3]1[CH:8]=[CH:7][C:6]([N:9]2[C:13]([C:14]3[C:15](=[O:33])[N:16]([CH3:32])[C:17](=[O:31])[N:18]([C:21]4[CH:26]=[CH:25][CH:24]=[C:23]([C:27]([F:30])([F:29])[F:28])[CH:22]=4)[C:19]=3[CH3:20])=[C:12]([S:34]([OH:37])(=O)=[O:35])[CH:11]=[N:10]2)=[CH:5][CH:4]=1)#[N:2].N1C=CC=CC=1.P(Cl)(Cl)([Cl:46])=O.O. (2) Given the product [C:1]1([S:7]([N:10]2[CH2:14][CH:13]([C:15]([N:36]3[CH2:37][CH2:38][N:33]([C:27]4[C:26]([CH3:25])=[N:31][CH:30]=[C:29]([CH3:32])[N:28]=4)[CH2:34][CH2:35]3)=[O:16])[N:12]([CH:18]3[CH2:23][CH2:22][CH2:21][CH2:20][CH2:19]3)[C:11]2=[O:24])(=[O:9])=[O:8])[CH:6]=[CH:5][CH:4]=[CH:3][CH:2]=1, predict the reactants needed to synthesize it. The reactants are: [C:1]1([S:7]([N:10]2[CH2:14][CH:13]([C:15](O)=[O:16])[N:12]([CH:18]3[CH2:23][CH2:22][CH2:21][CH2:20][CH2:19]3)[C:11]2=[O:24])(=[O:9])=[O:8])[CH:6]=[CH:5][CH:4]=[CH:3][CH:2]=1.[CH3:25][C:26]1[C:27]([N:33]2[CH2:38][CH2:37][NH:36][CH2:35][CH2:34]2)=[N:28][C:29]([CH3:32])=[CH:30][N:31]=1. (3) Given the product [N:1]1([N:7]=[CH:11][C:10]2[CH:13]=[CH:14][C:15]([OH:17])=[CH:16][C:9]=2[OH:8])[CH2:6][CH2:5][CH2:4][CH2:3][CH2:2]1, predict the reactants needed to synthesize it. The reactants are: [N:1]1([NH2:7])[CH2:6][CH2:5][CH2:4][CH2:3][CH2:2]1.[OH:8][C:9]1[CH:16]=[C:15]([OH:17])[CH:14]=[CH:13][C:10]=1[CH:11]=O. (4) Given the product [ClH:42].[NH2:7][CH2:8][C:9]1[CH:10]=[C:11]([CH:15]2[CH2:20][CH2:19][N:18]([C:21]([C:23]3[C:31]4[C:26](=[C:27]([CH3:32])[CH:28]=[CH:29][CH:30]=4)[N:25]([CH2:33][CH2:34][N:35]4[CH2:40][CH2:39][O:38][CH2:37][CH2:36]4)[CH:24]=3)=[O:22])[CH2:17][CH2:16]2)[CH:12]=[CH:13][CH:14]=1, predict the reactants needed to synthesize it. The reactants are: C(OC(=O)[NH:7][CH2:8][C:9]1[CH:14]=[CH:13][CH:12]=[C:11]([CH:15]2[CH2:20][CH2:19][N:18]([C:21]([C:23]3[C:31]4[C:26](=[C:27]([CH3:32])[CH:28]=[CH:29][CH:30]=4)[N:25]([CH2:33][CH2:34][N:35]4[CH2:40][CH2:39][O:38][CH2:37][CH2:36]4)[CH:24]=3)=[O:22])[CH2:17][CH2:16]2)[CH:10]=1)(C)(C)C.[ClH:42].O1CCOCC1. (5) Given the product [C:25]([O:24][C@H:6]1[CH2:7][CH2:8][CH2:9][C@H:10]([NH:16][C:17]([O:18][C:19]([CH3:22])([CH3:21])[CH3:20])=[O:23])[C:11](=[O:15])[O:12][C@@H:13]([CH3:14])[C@@H:5]1[CH2:1][CH2:2][CH2:3][CH3:4])(=[O:29])[CH:26]([CH3:28])[CH3:27], predict the reactants needed to synthesize it. The reactants are: [CH2:1]([C@H:5]1[C@H:13]([CH3:14])[O:12][C:11](=[O:15])[C@@H:10]([NH:16][C:17](=[O:23])[O:18][C:19]([CH3:22])([CH3:21])[CH3:20])[CH2:9][CH2:8][CH2:7][C@@H:6]1[OH:24])[CH2:2][CH2:3][CH3:4].[C:25](Cl)(=[O:29])[CH:26]([CH3:28])[CH3:27]. (6) Given the product [CH3:35][O:34][C:23]1[CH:22]=[C:21]([O:20][CH:17]2[CH2:18][CH2:19][N:14]([CH3:12])[CH2:15][CH2:16]2)[CH:26]=[CH:25][C:24]=1[C:27]1[N:28]=[C:29]([NH2:33])[CH:30]=[CH:31][CH:32]=1, predict the reactants needed to synthesize it. The reactants are: [H-].[Al+3].[Li+].[H-].[H-].[H-].C(O[C:12]([N:14]1[CH2:19][CH2:18][CH:17]([O:20][C:21]2[CH:26]=[CH:25][C:24]([C:27]3[CH:32]=[CH:31][CH:30]=[C:29]([NH2:33])[N:28]=3)=[C:23]([O:34][CH3:35])[CH:22]=2)[CH2:16][CH2:15]1)=O)(C)(C)C.C(OC(N1CCC(OC2C=CC(C3C=CC=C(N)N=3)=C(OC)C=2)C1)=O)(C)(C)C. (7) Given the product [CH:8]([N:10]1[CH:15]=[C:14]([C:16]2[CH:21]=[CH:20][CH:19]=[CH:18][CH:17]=2)[N:13]([CH2:22][C:23]([OH:25])=[O:24])[C:12](=[O:28])[CH:11]1[CH:29]([CH3:31])[CH3:30])=[O:9], predict the reactants needed to synthesize it. The reactants are: C(=O)([O-])[O-].[K+].[K+].O.[CH:8]([N:10]1[CH:15]=[C:14]([C:16]2[CH:21]=[CH:20][CH:19]=[CH:18][CH:17]=2)[N:13]([CH2:22][C:23]([O:25]CC)=[O:24])[C:12](=[O:28])[CH:11]1[CH:29]([CH3:31])[CH3:30])=[O:9].C(OCC)(=O)C. (8) The reactants are: [NH2:1][C@@H:2]1[CH2:6][CH2:5][N:4](C(OC(C)(C)C)=O)[CH2:3]1.[CH3:14][O:15][C:16]1[CH:17]=[C:18]2[C:22](=[CH:23][C:24]=1[O:25][CH3:26])[NH:21][C:20]([C:27](O)=[O:28])=[CH:19]2.N. Given the product [CH3:14][O:15][C:16]1[CH:17]=[C:18]2[C:22](=[CH:23][C:24]=1[O:25][CH3:26])[NH:21][C:20]([C:27]([NH:1][C@@H:2]1[CH2:6][CH2:5][NH:4][CH2:3]1)=[O:28])=[CH:19]2, predict the reactants needed to synthesize it. (9) Given the product [O:1]1[C:10]2[CH:9]=[C:8]([CH2:11][N:12]([CH:20]3[CH2:25][CH2:24][N:23]([CH2:26][CH:27]4[N:37]5[C:38]6[N:29]([C:30](=[O:40])[CH:31]=[CH:32][C:33]=6[CH:34]=[CH:35][C:36]5=[O:39])[CH2:28]4)[CH2:22][CH2:21]3)[C:13](=[O:19])[O:14][C:15]([CH3:17])([CH3:16])[CH3:18])[N:7]=[CH:6][C:5]=2[O:4][CH2:3][CH2:2]1, predict the reactants needed to synthesize it. The reactants are: [O:1]1[C:10]2[CH:9]=[C:8]([CH2:11][N:12]([CH:20]3[CH2:25][CH2:24][N:23]([CH2:26][CH:27]4[N:37]5[C:38]6[N:29]([C:30](=[O:40])[CH:31]=[CH:32][C:33]=6[CH2:34][CH2:35][C:36]5=[O:39])[CH2:28]4)[CH2:22][CH2:21]3)[C:13](=[O:19])[O:14][C:15]([CH3:18])([CH3:17])[CH3:16])[N:7]=[CH:6][C:5]=2[O:4][CH2:3][CH2:2]1.C(C1C(=O)C(Cl)=C(Cl)C(=O)C=1C#N)#N.C([O-])(O)=O.[Na+].